Dataset: Reaction yield outcomes from USPTO patents with 853,638 reactions. Task: Predict the reaction yield, written as a fraction of the theoretical maximum amount of product (1.0 means a 100% yield; for example, 0.34 means a 34% yield). (1) The reactants are Cl[C:2]1[N:6]([CH2:7][CH:8]2[CH2:10][CH2:9]2)[N:5]=[CH:4][C:3]=1[N+:11]([O-:13])=[O:12].[NH:14]1[CH2:19][CH2:18][CH:17]([CH2:20][NH:21][C:22](=[O:28])[O:23][C:24]([CH3:27])([CH3:26])[CH3:25])[CH2:16][CH2:15]1. No catalyst specified. The product is [CH:8]1([CH2:7][N:6]2[C:2]([N:14]3[CH2:19][CH2:18][CH:17]([CH2:20][NH:21][C:22](=[O:28])[O:23][C:24]([CH3:26])([CH3:25])[CH3:27])[CH2:16][CH2:15]3)=[C:3]([N+:11]([O-:13])=[O:12])[CH:4]=[N:5]2)[CH2:10][CH2:9]1. The yield is 0.950. (2) The reactants are [CH2:1]([N:3]([CH2:30][CH3:31])[CH2:4][CH2:5][NH:6][C:7]([C:9]1[C:17]2[CH2:16][CH2:15][CH2:14]/[C:13](=[C:18]3/[C:19](=[O:28])[NH:20][C:21]4[C:26]/3=[CH:25][C:24]([F:27])=[CH:23][CH:22]=4)/[C:12]=2[NH:11][C:10]=1[CH3:29])=[O:8])[CH3:2].C(#N)C.[C:35]1([CH3:45])[CH:40]=[CH:39][C:38]([S:41]([OH:44])(=[O:43])=[O:42])=[CH:37][CH:36]=1. The catalyst is ClCCl. The product is [C:35]1([CH3:45])[CH:36]=[CH:37][C:38]([S:41]([OH:44])(=[O:42])=[O:43])=[CH:39][CH:40]=1.[CH2:30]([N:3]([CH2:1][CH3:2])[CH2:4][CH2:5][NH:6][C:7]([C:9]1[C:17]2[CH2:16][CH2:15][CH2:14]/[C:13](=[C:18]3/[C:19](=[O:28])[NH:20][C:21]4[C:26]/3=[CH:25][C:24]([F:27])=[CH:23][CH:22]=4)/[C:12]=2[NH:11][C:10]=1[CH3:29])=[O:8])[CH3:31]. The yield is 0.910. (3) The reactants are [C:1]([O:5][C:6]([C:8]1[O:9][C:10]2[CH:17]=[CH:16][CH:15]=[C:14]([OH:18])[C:11]=2[C:12]=1[CH3:13])=[O:7])([CH3:4])([CH3:3])[CH3:2].[Br:19]N1C(=O)CCC1=O. The catalyst is C(Cl)(Cl)(Cl)Cl. The product is [C:1]([O:5][C:6]([C:8]1[O:9][C:10]2[CH:17]=[CH:16][C:15]([Br:19])=[C:14]([OH:18])[C:11]=2[C:12]=1[CH3:13])=[O:7])([CH3:4])([CH3:2])[CH3:3]. The yield is 0.850. (4) The reactants are [OH:1][C:2]1[CH:3]=[C:4]([CH:8]=[C:9]([OH:11])[CH:10]=1)[C:5]([OH:7])=[O:6].[C:12](OC(=O)C)(=[O:14])[CH3:13].N1[CH:24]=[CH:23]C=CC=1.C(O)=[O:26]. The catalyst is CCOC(C)=O.O. The product is [C:12]([O:1][C:2]1[CH:3]=[C:4]([CH:8]=[C:9]([O:11][C:23](=[O:26])[CH3:24])[CH:10]=1)[C:5]([OH:7])=[O:6])(=[O:14])[CH3:13]. The yield is 0.753. (5) The reactants are C(N(CC)CC)C.Cl.[Cl:9][CH2:10][CH2:11][NH:12][CH2:13][CH2:14][Cl:15].[CH3:16][S:17](Cl)(=[O:19])=[O:18].O. The catalyst is ClCCl. The product is [Cl:9][CH2:10][CH2:11][N:12]([CH2:13][CH2:14][Cl:15])[S:17]([CH3:16])(=[O:19])=[O:18]. The yield is 0.940. (6) The reactants are CS([C:4]1[O:5][C:6]2[C:11]([C:12](=[O:15])[C:13]=1[CH3:14])=[CH:10][CH:9]=[CH:8][CH:7]=2)=O.[NH2:16][CH2:17][C:18]1[CH:23]=[CH:22][C:21]([CH2:24][CH2:25][CH2:26][CH2:27][OH:28])=[CH:20][CH:19]=1.CN(C=O)C. The catalyst is C(#N)C. The product is [OH:28][CH2:27][CH2:26][CH2:25][CH2:24][C:21]1[CH:20]=[CH:19][C:18]([CH2:17][NH:16][C:4]2[O:5][C:6]3[C:11]([C:12](=[O:15])[C:13]=2[CH3:14])=[CH:10][CH:9]=[CH:8][CH:7]=3)=[CH:23][CH:22]=1. The yield is 0.200.